From a dataset of Forward reaction prediction with 1.9M reactions from USPTO patents (1976-2016). Predict the product of the given reaction. (1) Given the reactants [CH2:1]([O:8][C@H:9]1[C@H:16]([O:17][CH2:18][C:19]2[CH:24]=[CH:23][CH:22]=[CH:21][CH:20]=2)[C@@H:15]([CH2:25][O:26][CH2:27][C:28]2[CH:33]=[CH:32][C:31]([Cl:34])=[CH:30][CH:29]=2)[O:14][C@@H:11]([O:12][CH3:13])[C@@H:10]1[OH:35])[C:2]1[CH:7]=[CH:6][CH:5]=[CH:4][CH:3]=1.[C:36](Cl)(=[O:43])[C:37]1[CH:42]=[CH:41][CH:40]=[CH:39][CH:38]=1, predict the reaction product. The product is: [C:36]([O:35][C@@H:10]1[C@@H:9]([O:8][CH2:1][C:2]2[CH:7]=[CH:6][CH:5]=[CH:4][CH:3]=2)[C@H:16]([O:17][CH2:18][C:19]2[CH:24]=[CH:23][CH:22]=[CH:21][CH:20]=2)[C@@H:15]([CH2:25][O:26][CH2:27][C:28]2[CH:29]=[CH:30][C:31]([Cl:34])=[CH:32][CH:33]=2)[O:14][C@H:11]1[O:12][CH3:13])(=[O:43])[C:37]1[CH:42]=[CH:41][CH:40]=[CH:39][CH:38]=1. (2) Given the reactants [CH3:1][O:2][C:3](=[O:15])[C:4]1[CH:9]=[C:8]([N+:10]([O-])=O)[C:7]([NH2:13])=[C:6]([I:14])[CH:5]=1, predict the reaction product. The product is: [CH3:1][O:2][C:3](=[O:15])[C:4]1[CH:5]=[C:6]([I:14])[C:7]([NH2:13])=[C:8]([NH2:10])[CH:9]=1. (3) The product is: [NH2:8][C:6]1[CH:7]=[C:2]([Cl:1])[C:3]([NH:11][CH2:12][C:13]2[CH:18]=[CH:17][CH:16]=[CH:15][N:14]=2)=[N:4][CH:5]=1. Given the reactants [Cl:1][C:2]1[C:3]([NH:11][CH2:12][C:13]2[CH:18]=[CH:17][CH:16]=[CH:15][N:14]=2)=[N:4][CH:5]=[C:6]([N+:8]([O-])=O)[CH:7]=1.C.O.NN, predict the reaction product. (4) Given the reactants Br[CH2:2][C:3]1[NH:8][C:7]([C:9]2[S:10][CH:11]=[CH:12][N:13]=2)=[N:6][CH:5]([C:14]2[CH:19]=[CH:18][C:17]([Cl:20])=[CH:16][C:15]=2[Cl:21])[C:4]=1[C:22]([O:24][CH2:25][CH3:26])=[O:23].Cl.[NH:28]1[CH2:33][CH2:32][O:31][CH2:30][CH:29]1[C:34]([OH:36])=[O:35], predict the reaction product. The product is: [Cl:21][C:15]1[CH:16]=[C:17]([Cl:20])[CH:18]=[CH:19][C:14]=1[CH:5]1[N:6]=[C:7]([C:9]2[S:10][CH:11]=[CH:12][N:13]=2)[NH:8][C:3]([CH2:2][N:28]2[CH2:33][CH2:32][O:31][CH2:30][CH:29]2[C:34]([OH:36])=[O:35])=[C:4]1[C:22]([O:24][CH2:25][CH3:26])=[O:23].